This data is from Full USPTO retrosynthesis dataset with 1.9M reactions from patents (1976-2016). The task is: Predict the reactants needed to synthesize the given product. (1) Given the product [C:1]([C:5]1[CH:6]=[C:7]([C:8]2([NH2:9])[CH2:14][CH2:13]2)[CH:10]=[CH:11][CH:12]=1)([CH3:4])([CH3:2])[CH3:3], predict the reactants needed to synthesize it. The reactants are: [C:1]([C:5]1[CH:6]=[C:7]([CH:10]=[CH:11][CH:12]=1)[C:8]#[N:9])([CH3:4])([CH3:3])[CH3:2].[CH2:13]1CCCC[CH2:14]1.CCOC(C)=O. (2) Given the product [CH3:32][O:33][C:28]1[CH:13]=[CH:10][C:9]([NH:8][C:6]2[N:7]=[C:2]([NH2:27])[C:3]3[NH:17][C:16]([CH3:18])=[CH:15][C:4]=3[N:5]=2)=[CH:30][CH:29]=1, predict the reactants needed to synthesize it. The reactants are: Cl[C:2]1[C:3]2[NH:17][C:16]([CH3:18])=[CH:15][C:4]=2[N:5]=[C:6]([NH:8][C:9](=O)[C:10]([CH3:13])(C)C)[N:7]=1.COC1C=CC([NH2:27])=CC=1.[CH3:28][CH:29](O)[CH3:30].[CH3:32][OH:33].C(Cl)(Cl)Cl. (3) Given the product [CH3:26][N:27]1[C:5]([CH:1]2[CH2:4][CH2:3][CH2:2]2)=[N:30][N:29]=[C:28]1[SH:31], predict the reactants needed to synthesize it. The reactants are: [CH:1]1([C:5](O)=O)[CH2:4][CH2:3][CH2:2]1.C(N1C=CN=C1)(N1C=CN=C1)=O.N1C=CC=CC=1.[CH3:26][NH:27][C:28](=[S:31])[NH:29][NH2:30].